Dataset: Forward reaction prediction with 1.9M reactions from USPTO patents (1976-2016). Task: Predict the product of the given reaction. Given the reactants [N:1]([CH2:4][CH:5]1[C:13]2[C:8](=[CH:9][CH:10]=[CH:11][CH:12]=2)[C:7](=[C:14]2[C:22]3[C:17](=[CH:18][CH:19]=[CH:20][CH:21]=3)[NH:16][C:15]2=[O:23])[O:6]1)=[C:2]=[O:3].[CH3:24][CH2:25][OH:26], predict the reaction product. The product is: [CH2:25]([O:26][C:2](=[O:3])[NH:1][CH2:4][CH:5]1[C:13]2[C:8](=[CH:9][CH:10]=[CH:11][CH:12]=2)[C:7](=[C:14]2[C:22]3[C:17](=[CH:18][CH:19]=[CH:20][CH:21]=3)[NH:16][C:15]2=[O:23])[O:6]1)[CH3:24].